Dataset: Forward reaction prediction with 1.9M reactions from USPTO patents (1976-2016). Task: Predict the product of the given reaction. (1) Given the reactants Br[C:2]1[CH:3]=[N:4][N:5]([C:7]([CH3:10])([CH3:9])[CH3:8])[CH:6]=1.[Li+].CCC[CH2-].C(O[B:20]1[O:24][C:23]([CH3:26])([CH3:25])[C:22]([CH3:28])([CH3:27])[O:21]1)(C)C, predict the reaction product. The product is: [C:7]([N:5]1[CH:6]=[C:2]([B:20]2[O:24][C:23]([CH3:26])([CH3:25])[C:22]([CH3:28])([CH3:27])[O:21]2)[CH:3]=[N:4]1)([CH3:10])([CH3:9])[CH3:8]. (2) Given the reactants [Cl:1][C:2]1[CH:3]=[C:4]([NH:16][C:17]2[C:26]3[C:21](=[CH:22][CH:23]=[CH:24][C:25]=3[O:27][CH2:28][C@H:29]3[CH2:34][O:33][CH2:32][CH2:31][NH:30]3)[N:20]=[CH:19][N:18]=2)[CH:5]=[CH:6][C:7]=1[O:8][CH2:9][C:10]1[CH:15]=[CH:14][CH:13]=[CH:12][N:11]=1.C([O:38][CH2:39][C:40](Cl)=[O:41])(=O)C, predict the reaction product. The product is: [Cl:1][C:2]1[CH:3]=[C:4]([NH:16][C:17]2[C:26]3[C:21](=[CH:22][CH:23]=[CH:24][C:25]=3[O:27][CH2:28][C@H:29]3[CH2:34][O:33][CH2:32][CH2:31][N:30]3[C:39](=[O:38])[CH2:40][OH:41])[N:20]=[CH:19][N:18]=2)[CH:5]=[CH:6][C:7]=1[O:8][CH2:9][C:10]1[CH:15]=[CH:14][CH:13]=[CH:12][N:11]=1. (3) Given the reactants [O:1]=[C:2]1[N:6]([C:7]2[CH:14]=[CH:13][C:10]([C:11]#[N:12])=[C:9]([C:15]([F:18])([F:17])[F:16])[CH:8]=2)[C@H:5]2[CH2:19][CH2:20][CH2:21][CH2:22][C@@H:4]2[NH:3]1.Br[C:24]1[CH:29]=[CH:28][N:27]=[C:26]([C:30]([NH:32][CH3:33])=[O:31])[CH:25]=1, predict the reaction product. The product is: [C:11]([C:10]1[CH:13]=[CH:14][C:7]([N:6]2[C@H:5]3[CH2:19][CH2:20][CH2:21][CH2:22][C@@H:4]3[N:3]([C:24]3[CH:29]=[CH:28][N:27]=[C:26]([C:30]([NH:32][CH3:33])=[O:31])[CH:25]=3)[C:2]2=[O:1])=[CH:8][C:9]=1[C:15]([F:18])([F:16])[F:17])#[N:12]. (4) Given the reactants [CH3:1][CH:2]([CH3:7])[CH2:3][C:4](Cl)=[O:5].[F:8][C:9]1[CH:14]=[CH:13][CH:12]=[CH:11][C:10]=1[S:15][C:16]1[C:24]2[C:19](=[CH:20][CH:21]=[CH:22][CH:23]=2)[N:18]([C:25]2[N:30]=[C:29]([NH2:31])[C:28]([NH2:32])=[C:27]([NH2:33])[N:26]=2)[N:17]=1, predict the reaction product. The product is: [NH2:33][C:27]1[C:28]([NH:32][C:4](=[O:5])[CH2:3][CH:2]([CH3:7])[CH3:1])=[C:29]([NH2:31])[N:30]=[C:25]([N:18]2[C:19]3[C:24](=[CH:23][CH:22]=[CH:21][CH:20]=3)[C:16]([S:15][C:10]3[CH:11]=[CH:12][CH:13]=[CH:14][C:9]=3[F:8])=[N:17]2)[N:26]=1. (5) Given the reactants [C:1]([C:3]1[CH:4]=[C:5]2[C:10](=[CH:11][CH:12]=1)[O:9][C:8]([CH3:14])([CH3:13])[CH2:7][C:6]2([CH3:16])[CH3:15])#[CH:2].[CH3:17][O:18][C:19](=[O:28])[C:20]1[CH:25]=[CH:24][C:23](I)=[CH:22][C:21]=1[F:27].C(N(CC)CC)C.O1CCCC1, predict the reaction product. The product is: [CH3:17][O:18][C:19](=[O:28])[C:20]1[CH:25]=[CH:24][C:23]([C:2]#[C:1][C:3]2[CH:4]=[C:5]3[C:10](=[CH:11][CH:12]=2)[O:9][C:8]([CH3:14])([CH3:13])[CH2:7][C:6]3([CH3:16])[CH3:15])=[CH:22][C:21]=1[F:27]. (6) The product is: [Br:14][C:6]1[N:2]([CH3:1])[N:3]=[C:4]([C:8]([F:11])([F:10])[F:9])[CH:5]=1. Given the reactants [CH3:1][N:2]1[C:6](O)=[CH:5][C:4]([C:8]([F:11])([F:10])[F:9])=[N:3]1.P(Br)(Br)([Br:14])=O.[OH-].[Na+], predict the reaction product. (7) Given the reactants Cl.[CH3:2][C:3]1[CH:4]=[C:5]2[C:9](=[CH:10][CH:11]=1)[NH:8][CH:7]=[C:6]2[CH2:12][CH2:13][NH2:14].[F:15][C:16]1[CH:17]=[C:18]([CH:29]=[CH:30][CH:31]=1)[CH2:19][C:20]1[CH:28]=[CH:27][C:23]([C:24](O)=[O:25])=[CH:22][CH:21]=1.CN(C(ON1N=NC2C=CC=NC1=2)=[N+](C)C)C.F[P-](F)(F)(F)(F)F.C(N(CC)C(C)C)(C)C, predict the reaction product. The product is: [F:15][C:16]1[CH:17]=[C:18]([CH:29]=[CH:30][CH:31]=1)[CH2:19][C:20]1[CH:28]=[CH:27][C:23]([C:24]([NH:14][CH2:13][CH2:12][C:6]2[C:5]3[C:9](=[CH:10][CH:11]=[C:3]([CH3:2])[CH:4]=3)[NH:8][CH:7]=2)=[O:25])=[CH:22][CH:21]=1. (8) Given the reactants [CH2:1]([O:3][C:4]([CH2:6][N:7]1[C:11](/[CH:12]=[C:13]2\[CH2:14][N:15]([C:20]([C:33]3[CH:38]=[CH:37][CH:36]=[CH:35][CH:34]=3)([C:27]3[CH:32]=[CH:31][CH:30]=[CH:29][CH:28]=3)[C:21]3[CH:26]=[CH:25][CH:24]=[CH:23][CH:22]=3)[CH2:16][CH2:17][CH:18]\2O)=[CH:10][N:9]=[CH:8]1)=[O:5])[CH3:2].C(OC(OCC(C)(C)C)N(C)C)C(C)(C)C.[C:55]([OH:58])(=[S:57])[CH3:56].C(SC1CCN(C(C2C=CC=CC=2)(C2C=CC=CC=2)C2C=CC=CC=2)C/C/1=C\C1N(CC(OCC)=O)C=NC=1)(=O)C, predict the reaction product. The product is: [C:55]([S:57][CH:12]([C:11]1[N:7]([CH2:6][C:4]([O:3][CH2:1][CH3:2])=[O:5])[CH:8]=[N:9][CH:10]=1)[C:13]1[CH2:14][N:15]([C:20]([C:21]2[CH:22]=[CH:23][CH:24]=[CH:25][CH:26]=2)([C:27]2[CH:28]=[CH:29][CH:30]=[CH:31][CH:32]=2)[C:33]2[CH:34]=[CH:35][CH:36]=[CH:37][CH:38]=2)[CH2:16][CH2:17][CH:18]=1)(=[O:58])[CH3:56]. (9) The product is: [NH2:1][C:2]1[C:7]([C:8]2[CH:13]=[CH:12][C:11]([OH:14])=[CH:10][CH:9]=2)=[C:6]([CH2:15][CH3:16])[C:5]([C:23]2[CH:24]=[CH:25][C:26]3[C:21]([CH:22]=2)=[N:20][N:19]([CH3:18])[CH:27]=3)=[CH:4][N:3]=1. Given the reactants [NH2:1][C:2]1[C:7]([C:8]2[CH:13]=[CH:12][C:11]([OH:14])=[CH:10][CH:9]=2)=[C:6]([CH2:15][CH3:16])[C:5](Br)=[CH:4][N:3]=1.[CH3:18][N:19]1[CH:27]=[C:26]2[C:21]([CH:22]=[C:23](B3OC(C)(C)C(C)(C)O3)[CH:24]=[CH:25]2)=[N:20]1.C(=O)([O-])[O-].[K+].[K+].O1CCOCC1, predict the reaction product.